Dataset: Forward reaction prediction with 1.9M reactions from USPTO patents (1976-2016). Task: Predict the product of the given reaction. (1) Given the reactants N(C(OCC)=O)=NC(OCC)=O.[CH3:13][O:14][C:15]1[CH:27]=[CH:26][C:18]([CH2:19][O:20][C:21]([CH3:25])([CH3:24])[CH2:22][OH:23])=[CH:17][CH:16]=1.[C:28]1(O)[CH:33]=[CH:32][CH:31]=[CH:30][CH:29]=1.C1(P(C2C=CC=CC=2)C2C=CC=CC=2)C=CC=CC=1, predict the reaction product. The product is: [CH3:24][C:21]([CH3:25])([O:20][CH2:19][C:18]1[CH:26]=[CH:27][C:15]([O:14][CH3:13])=[CH:16][CH:17]=1)[CH2:22][O:23][C:28]1[CH:33]=[CH:32][CH:31]=[CH:30][CH:29]=1. (2) Given the reactants [OH:1][C:2]1[CH:11]=[CH:10][C:5]2[CH2:6][O:7][B:8]([OH:9])[C:4]=2[CH:3]=1.[H-].[Na+].Br[CH2:15][CH3:16].Cl, predict the reaction product. The product is: [CH2:15]([O:1][C:2]1[CH:11]=[CH:10][C:5]2[CH2:6][O:7][B:8]([OH:9])[C:4]=2[CH:3]=1)[CH3:16]. (3) Given the reactants [CH3:1][O:2][C:3]([C:5]1[CH:6]=[C:7]2[C:11](=[CH:12][CH:13]=1)[NH:10][N:9]=[C:8]2[CH:14]=O)=[O:4].CC(O)=O.[NH:20]1[CH2:25][CH2:24][O:23][CH2:22][CH2:21]1, predict the reaction product. The product is: [CH3:1][O:2][C:3]([C:5]1[CH:6]=[C:7]2[C:11](=[CH:12][CH:13]=1)[NH:10][N:9]=[C:8]2[CH2:14][N:20]1[CH2:25][CH2:24][O:23][CH2:22][CH2:21]1)=[O:4]. (4) Given the reactants ClC1N=[C:4]([NH:18][C:19]2[C:24]([C:25]#[C:26][Si:27]([CH3:30])([CH3:29])[CH3:28])=[CH:23][C:22]([CH3:31])=[CH:21][N:20]=2)[C:5](=[O:17])[N:6]([CH2:8][C:9]2[CH:14]=[CH:13][C:12]([O:15][CH3:16])=[CH:11][CH:10]=2)[CH:7]=1.C1(C)C=CC=CC=1, predict the reaction product. The product is: [CH3:16][O:15][C:12]1[CH:13]=[CH:14][C:9]([CH2:8][N:6]2[CH:7]=[C:26]([Si:27]([CH3:30])([CH3:29])[CH3:28])[C:25]3[C:24]4[C:19]([NH:18][C:4]=3[C:5]2=[O:17])=[N:20][CH:21]=[C:22]([CH3:31])[CH:23]=4)=[CH:10][CH:11]=1. (5) Given the reactants [O:1]1[C:5]2([CH2:10][CH2:9][CH:8]([OH:11])[CH2:7][CH2:6]2)[O:4][CH2:3][CH2:2]1.[CH:12]1([CH2:15]Br)[CH2:14][CH2:13]1.[H-].[Na+].CO, predict the reaction product. The product is: [CH:12]1([CH2:15][O:11][CH:8]2[CH2:9][CH2:10][C:5]3([O:4][CH2:3][CH2:2][O:1]3)[CH2:6][CH2:7]2)[CH2:14][CH2:13]1.